This data is from Full USPTO retrosynthesis dataset with 1.9M reactions from patents (1976-2016). The task is: Predict the reactants needed to synthesize the given product. Given the product [CH:19]1([C:17]([NH:16][C:14]2[N:15]=[C:10]3[CH:9]=[CH:8][C:7]([O:6][C:5]4[CH:22]=[CH:23][C:2]([NH:1][C:39]([C:34]5[C:33](=[O:42])[N:32]([C:29]6[CH:28]=[CH:27][C:26]([F:25])=[CH:31][CH:30]=6)[C:37]([CH3:38])=[CH:36][CH:35]=5)=[O:40])=[CH:3][C:4]=4[F:24])=[CH:12][N:11]3[CH:13]=2)=[O:18])[CH2:21][CH2:20]1, predict the reactants needed to synthesize it. The reactants are: [NH2:1][C:2]1[CH:23]=[CH:22][C:5]([O:6][C:7]2[CH:8]=[CH:9][C:10]3[N:11]([CH:13]=[C:14]([NH:16][C:17]([CH:19]4[CH2:21][CH2:20]4)=[O:18])[N:15]=3)[CH:12]=2)=[C:4]([F:24])[CH:3]=1.[F:25][C:26]1[CH:31]=[CH:30][C:29]([N:32]2[C:37]([CH3:38])=[CH:36][CH:35]=[C:34]([C:39](O)=[O:40])[C:33]2=[O:42])=[CH:28][CH:27]=1.CN(C(ON1N=NC2C=CC=NC1=2)=[N+](C)C)C.F[P-](F)(F)(F)(F)F.C(N(CC)C(C)C)(C)C.C(=O)([O-])O.[Na+].